From a dataset of Full USPTO retrosynthesis dataset with 1.9M reactions from patents (1976-2016). Predict the reactants needed to synthesize the given product. (1) Given the product [O:12]=[C:7]1[NH:8][CH2:9][C:10](=[O:11])[N:6]1[C@@H:3]1[CH2:4][CH2:5][N:1]([C:16]([C:15]2[CH:19]=[C:20]([CH:21]=[CH:22][C:14]=2[F:13])[CH:23]=[O:24])=[O:17])[CH2:2]1, predict the reactants needed to synthesize it. The reactants are: [NH:1]1[CH2:5][CH2:4][C@@H:3]([N:6]2[C:10](=[O:11])[CH2:9][NH:8][C:7]2=[O:12])[CH2:2]1.[F:13][C:14]1[CH:22]=[CH:21][C:20]([CH:23]=[O:24])=[CH:19][C:15]=1[C:16](O)=[O:17].F[P-](F)(F)(F)(F)F.N1(OC(N(C)C)=[N+](C)C)C2C=CC=CC=2N=N1.C(N(CC)C(C)C)(C)C. (2) Given the product [CH3:17][C:18]1[C:26]2[C:21](=[CH:22][CH:23]=[CH:24][C:25]=2[NH:27][C:10]([C:3]2[N:4]3[CH:9]=[CH:8][CH:7]=[CH:6][C:5]3=[N:1][CH:2]=2)=[O:12])[N:20]([CH2:28][C:29]2[CH:34]=[CH:33][CH:32]=[C:31]([CH3:35])[N:30]=2)[N:19]=1, predict the reactants needed to synthesize it. The reactants are: [N:1]1[CH:2]=[C:3]([C:10]([OH:12])=O)[N:4]2[CH:9]=[CH:8][CH:7]=[CH:6][C:5]=12.S(Cl)(Cl)=O.[CH3:17][C:18]1[C:26]2[C:25]([NH2:27])=[CH:24][CH:23]=[CH:22][C:21]=2[N:20]([CH2:28][C:29]2[CH:34]=[CH:33][CH:32]=[C:31]([CH3:35])[N:30]=2)[N:19]=1. (3) Given the product [CH3:1][O:2][C:3]1[CH:22]=[CH:21][C:20]([O:23][CH3:24])=[CH:19][C:4]=1[CH2:5][C:6]1[N:10]([CH2:11][C:12]([NH:33][C:32]2[CH:34]=[C:28]([CH:25]([CH3:26])[CH3:27])[CH:29]=[CH:30][C:31]=2[CH3:35])=[O:14])[C:9]2[CH:15]=[CH:16][CH:17]=[CH:18][C:8]=2[N:7]=1, predict the reactants needed to synthesize it. The reactants are: [CH3:1][O:2][C:3]1[CH:22]=[CH:21][C:20]([O:23][CH3:24])=[CH:19][C:4]=1[CH2:5][C:6]1[N:10]([CH2:11][C:12]([OH:14])=O)[C:9]2[CH:15]=[CH:16][CH:17]=[CH:18][C:8]=2[N:7]=1.[CH:25]([C:28]1[CH:29]=[CH:30][C:31]([CH3:35])=[C:32]([CH:34]=1)[NH2:33])([CH3:27])[CH3:26].CN(C(ON1N=NC2C=CC=NC1=2)=[N+](C)C)C.F[P-](F)(F)(F)(F)F. (4) The reactants are: Cl.[F:2][C:3]1[CH:8]=[C:7]([F:9])[CH:6]=[CH:5][C:4]=1[C:10]1[C:18]2[CH:17]=[CH:16][C:15](=[O:19])[N:14]([C:20]3[CH:25]=[CH:24][C:23]([N:26]4[CH2:31][CH2:30][N:29]([CH3:32])[CH2:28][CH2:27]4)=[CH:22][CH:21]=3)[C:13]=2[S:12][C:11]=1C(OCC)=O.Cl. Given the product [F:2][C:3]1[CH:8]=[C:7]([F:9])[CH:6]=[CH:5][C:4]=1[C:10]1[C:18]2[CH:17]=[CH:16][C:15](=[O:19])[N:14]([C:20]3[CH:21]=[CH:22][C:23]([N:26]4[CH2:27][CH2:28][N:29]([CH3:32])[CH2:30][CH2:31]4)=[CH:24][CH:25]=3)[C:13]=2[S:12][CH:11]=1, predict the reactants needed to synthesize it. (5) Given the product [Cl:1][C:2]1[N:11]=[C:10]([C:23]2[CH:28]=[CH:27][CH:26]=[CH:25][CH:24]=2)[C:9]2[C:4](=[CH:5][CH:6]=[CH:7][C:8]=2[NH2:16])[N:3]=1, predict the reactants needed to synthesize it. The reactants are: [Cl:1][C:2]1[N:11]=[C:10](Cl)[C:9]2[C:4](=[CH:5][CH:6]=[CH:7][CH:8]=2)[N:3]=1.C([N:16](CC)C(C)C)(C)C.N[C:23]1[CH:28]=[CH:27][CH:26]=[CH:25][CH:24]=1. (6) The reactants are: [H-].[Na+].[NH:3]1[C:11]2[C:6](=[CH:7][CH:8]=[CH:9][CH:10]=2)[C:5]([C:12](=[O:22])[CH2:13][C:14]2[CH:19]=[CH:18][CH:17]=[CH:16][C:15]=2[O:20][CH3:21])=[CH:4]1.Br[CH2:24][CH2:25][CH2:26][CH2:27][C:28]([O:30][CH2:31][CH3:32])=[O:29]. Given the product [CH3:21][O:20][C:15]1[CH:16]=[CH:17][CH:18]=[CH:19][C:14]=1[CH2:13][C:12]([C:5]1[C:6]2[C:11](=[CH:10][CH:9]=[CH:8][CH:7]=2)[N:3]([CH2:24][CH2:25][CH2:26][CH2:27][C:28]([O:30][CH2:31][CH3:32])=[O:29])[CH:4]=1)=[O:22], predict the reactants needed to synthesize it.